This data is from Retrosynthesis with 50K atom-mapped reactions and 10 reaction types from USPTO. The task is: Predict the reactants needed to synthesize the given product. (1) Given the product O=C(Cc1cc2cc(Cl)ccc2[nH]1)Nc1ccc(C(=O)N2CC=CC2)c(Cl)c1, predict the reactants needed to synthesize it. The reactants are: Nc1ccc(C(=O)N2CC=CC2)c(Cl)c1.O=C(O)Cc1cc2cc(Cl)ccc2[nH]1. (2) Given the product CCC(=O)c1c(-c2ccccc2)c2cc(Br)ccc2c(=O)n1Cc1ccc(S(=O)(=O)NC(C)=O)cc1, predict the reactants needed to synthesize it. The reactants are: CC(=O)OC(C)=O.CCC(=O)c1c(-c2ccccc2)c2cc(Br)ccc2c(=O)n1Cc1ccc(S(N)(=O)=O)cc1. (3) Given the product CC1(C)OB(c2cnn(COCC[Si](C)(C)C)c2)OC1(C)C, predict the reactants needed to synthesize it. The reactants are: CC1(C)OB(c2cn[nH]c2)OC1(C)C.C[Si](C)(C)CCOCCl. (4) Given the product COC(=O)N1CCN2[C@@H](CC[C@@H]2C#Cc2cccc(Cl)c2)C1, predict the reactants needed to synthesize it. The reactants are: COC(=O)Cl.Clc1cccc(C#C[C@H]2CC[C@H]3CNCCN32)c1. (5) Given the product Cc1cc(NC(=O)C2(C)CO2)ccc1[N+](=O)[O-], predict the reactants needed to synthesize it. The reactants are: C=C(C)C(=O)Nc1ccc([N+](=O)[O-])c(C)c1.O=C(OO)c1cccc(Cl)c1.